Dataset: Experimentally validated miRNA-target interactions with 360,000+ pairs, plus equal number of negative samples. Task: Binary Classification. Given a miRNA mature sequence and a target amino acid sequence, predict their likelihood of interaction. The miRNA is hsa-miR-8081 with sequence CUUGAGUCGUGCCUUUCUGAAUG. The protein sequence of the target gene is MAAAAPGALGALRTGRVRLVAACCARLGPAAWARGTAPRRGYSSEVKTEDELRVRHLEEENRGIVVLGINRAYGKNALSKNLLKMLSKAVDALKSDKKVRTIIIRSEVPGIFCAGADLKERAKMHSSEVGPFVSKIRSVINDIANLPVPTIAAIDGLALGGGLELALACDIRVAASSAKMGLVETKLAIIPGGGGTQRLPRAIGMSLAKELIFSARVLDGQEAKAVGLISHVLEQNQEGDAAYRKALDLAREFLPQGPVAMRVAKLAINQGMEVDLVTGLAIEEACYAQTISTKDRLEGL.... Result: 0 (no interaction).